Predict the reactants needed to synthesize the given product. From a dataset of Full USPTO retrosynthesis dataset with 1.9M reactions from patents (1976-2016). (1) Given the product [CH2:26]([O:25][C@@H:15]1[C@@H:16]([O:17][CH2:18][C:19]2[CH:20]=[CH:21][CH:22]=[CH:23][CH:24]=2)[C@H:11]([O:10][CH2:3][C:4]2[CH:9]=[CH:8][CH:7]=[CH:6][CH:5]=2)[C@@H:12]([CH2:50][O:51][CH2:52][C:53]2[CH:54]=[CH:55][CH:56]=[CH:57][CH:58]=2)[C@H:13]([O:49][CH3:64])[C@H:14]1[C:33]1[CH:38]=[CH:37][C:36]([Cl:39])=[C:35]([CH2:40][C:41]2[CH:42]=[CH:43][C:44]([CH2:47][CH3:48])=[CH:45][CH:46]=2)[CH:34]=1)[C:27]1[CH:32]=[CH:31][CH:30]=[CH:29][CH:28]=1, predict the reactants needed to synthesize it. The reactants are: [H-].[Na+].[CH2:3]([O:10][C@H:11]1[C@H:16]([O:17][CH2:18][C:19]2[CH:24]=[CH:23][CH:22]=[CH:21][CH:20]=2)[C@@H:15]([O:25][CH2:26][C:27]2[CH:32]=[CH:31][CH:30]=[CH:29][CH:28]=2)[C@H:14]([C:33]2[CH:38]=[CH:37][C:36]([Cl:39])=[C:35]([CH2:40][C:41]3[CH:46]=[CH:45][C:44]([CH2:47][CH3:48])=[CH:43][CH:42]=3)[CH:34]=2)[C@@H:13]([OH:49])[C@@H:12]1[CH2:50][O:51][CH2:52][C:53]1[CH:58]=[CH:57][CH:56]=[CH:55][CH:54]=1)[C:4]1[CH:9]=[CH:8][CH:7]=[CH:6][CH:5]=1.CI.[NH4+].[Cl-].Cl[C:64]1C=CC([C@@H]2[C@@H](OC)[C@H](CO)[C@@H](O)[C@H](O)[C@H]2O)=CC=1CC1C=CC(CC)=CC=1. (2) Given the product [CH:15]1([C:13]2[CH:2]=[C:1]([OH:3])[C:4]3[C:5](=[CH:6][C:7]([O:10][CH3:11])=[CH:8][CH:9]=3)[N:12]=2)[CH2:17][CH2:16]1, predict the reactants needed to synthesize it. The reactants are: [C:1]([C:4]1[CH:9]=[CH:8][C:7]([O:10][CH3:11])=[CH:6][C:5]=1[NH:12][C:13]([CH:15]1[CH2:17][CH2:16]1)=O)(=[O:3])[CH3:2].C(O[K])(C)(C)C. (3) Given the product [Cl:1][C:2]1[C:3]([N:13]2[CH2:18][CH2:17][N:16]([C:30]([NH:29][S:26]([C:21]3[CH:22]=[CH:23][CH:24]=[CH:25][C:20]=3[CH3:19])(=[O:28])=[O:27])=[O:31])[CH2:15][CH2:14]2)=[N:4][CH:5]=[C:6]([CH:12]=1)[C:7]([O:9][CH2:10][CH3:11])=[O:8], predict the reactants needed to synthesize it. The reactants are: [Cl:1][C:2]1[C:3]([N:13]2[CH2:18][CH2:17][NH:16][CH2:15][CH2:14]2)=[N:4][CH:5]=[C:6]([CH:12]=1)[C:7]([O:9][CH2:10][CH3:11])=[O:8].[CH3:19][C:20]1[CH:25]=[CH:24][CH:23]=[CH:22][C:21]=1[S:26]([N:29]=[C:30]=[O:31])(=[O:28])=[O:27]. (4) Given the product [CH:24]1([CH2:23][O:22][C:16]2[CH:17]=[C:18]([F:21])[CH:19]=[CH:20][C:15]=2[C:14]2[C:9]3[N:8]([CH2:29][O:30][CH2:31][CH2:32][Si:33]([CH3:36])([CH3:35])[CH3:34])[C:7]([CH3:27])=[C:6]([C:4]([O:3][CH2:1][CH3:2])=[O:5])[C:10]=3[N:11]=[CH:12][N:13]=2)[CH2:25][CH2:26]1, predict the reactants needed to synthesize it. The reactants are: [CH2:1]([O:3][C:4]([C:6]1[C:10]2[N:11]=[CH:12][N:13]=[C:14]([C:15]3[CH:20]=[CH:19][C:18]([F:21])=[CH:17][C:16]=3[O:22][CH2:23][CH:24]3[CH2:26][CH2:25]3)[C:9]=2[NH:8][C:7]=1[CH3:27])=[O:5])[CH3:2].Cl[CH2:29][O:30][CH2:31][CH2:32][Si:33]([CH3:36])([CH3:35])[CH3:34]. (5) Given the product [Cl:3][CH:7]([C:9]1[CH:14]=[CH:13][CH:12]=[CH:11][C:10]=1[OH:15])[C:6]([F:17])([F:16])[F:5], predict the reactants needed to synthesize it. The reactants are: S(Cl)([Cl:3])=O.[F:5][C:6]([F:17])([F:16])[CH:7]([C:9]1[CH:14]=[CH:13][CH:12]=[CH:11][C:10]=1[OH:15])O.N1C=CC=CC=1. (6) The reactants are: [F:1][C:2]1[CH:7]=[CH:6][CH:5]=[C:4]([F:8])[C:3]=1[N:9]1[C:14]2[N:15]=[C:16]([NH:36][CH2:37][CH2:38][N:39](C)[C:40](=O)OC(C)(C)C)[N:17]=[C:18]([C:19]3[CH:24]=[C:23]([C:25]([NH:27][C:28]4[CH:33]=[CH:32][C:31]([F:34])=[CH:30][CH:29]=4)=[O:26])[CH:22]=[CH:21][C:20]=3[CH3:35])[C:13]=2[CH2:12][NH:11][C:10]1=[O:48].C(O)(C(F)(F)F)=O. Given the product [F:8][C:4]1[CH:5]=[CH:6][CH:7]=[C:2]([F:1])[C:3]=1[N:9]1[C:14]2[N:15]=[C:16]([NH:36][CH2:37][CH2:38][NH:39][CH3:40])[N:17]=[C:18]([C:19]3[CH:24]=[C:23]([CH:22]=[CH:21][C:20]=3[CH3:35])[C:25]([NH:27][C:28]3[CH:29]=[CH:30][C:31]([F:34])=[CH:32][CH:33]=3)=[O:26])[C:13]=2[CH2:12][NH:11][C:10]1=[O:48], predict the reactants needed to synthesize it. (7) Given the product [F:21][C:4]1[CH:3]=[C:2]([C:27]2[CH:26]=[CH:25][C:24]([C:23]([F:34])([F:33])[F:22])=[CH:29][CH:28]=2)[CH:7]=[CH:6][C:5]=1[C:8]([N:10]1[CH2:14][CH2:13][CH2:12][C@H:11]1[CH2:15][N:16]1[CH2:20][CH2:19][CH2:18][CH2:17]1)=[O:9], predict the reactants needed to synthesize it. The reactants are: Br[C:2]1[CH:7]=[CH:6][C:5]([C:8]([N:10]2[CH2:14][CH2:13][CH2:12][C@H:11]2[CH2:15][N:16]2[CH2:20][CH2:19][CH2:18][CH2:17]2)=[O:9])=[C:4]([F:21])[CH:3]=1.[F:22][C:23]([F:34])([F:33])[C:24]1[CH:25]=[C:26](B(O)O)[CH:27]=[CH:28][CH:29]=1.